From a dataset of Reaction yield outcomes from USPTO patents with 853,638 reactions. Predict the reaction yield, written as a fraction of the theoretical maximum amount of product (1.0 means a 100% yield; for example, 0.34 means a 34% yield). (1) The reactants are I[C:2]1[CH:3]=[CH:4][C:5]2[CH:18]3[CH2:19][CH:16]([CH2:17]3)[C:8]3[N:9]([CH3:15])[C:10]([C:12]([NH2:14])=[O:13])=[N:11][C:7]=3[C:6]=2[CH:20]=1.[CH3:21][C:22]1[O:26][N:25]=[C:24]([C@:27]([OH:31])([C:29]#[CH:30])[CH3:28])[N:23]=1. The catalyst is N1CCCCC1.[Cu]I.C1C=CC([P]([Pd]([P](C2C=CC=CC=2)(C2C=CC=CC=2)C2C=CC=CC=2)([P](C2C=CC=CC=2)(C2C=CC=CC=2)C2C=CC=CC=2)[P](C2C=CC=CC=2)(C2C=CC=CC=2)C2C=CC=CC=2)(C2C=CC=CC=2)C2C=CC=CC=2)=CC=1. The product is [OH:31][C@:27]([C:24]1[N:23]=[C:22]([CH3:21])[O:26][N:25]=1)([CH3:28])[C:29]#[C:30][C:2]1[CH:3]=[CH:4][C:5]2[CH:18]3[CH2:19][CH:16]([CH2:17]3)[C:8]3[N:9]([CH3:15])[C:10]([C:12]([NH2:14])=[O:13])=[N:11][C:7]=3[C:6]=2[CH:20]=1. The yield is 0.770. (2) The reactants are Br[C:2]1[CH:3]=[C:4]2[C:8](=[CH:9][CH:10]=1)[N:7]([CH2:11][C@@H:12]1[CH2:16][CH2:15][CH2:14][N:13]1[CH3:17])[CH:6]=[CH:5]2.C(P(C(C)(C)C)C(C)(C)C)(C)(C)C.C[Si]([N-:35][Si](C)(C)C)(C)C.[Li+]. The catalyst is C1C=CC(/C=C/C(/C=C/C2C=CC=CC=2)=O)=CC=1.C1C=CC(/C=C/C(/C=C/C2C=CC=CC=2)=O)=CC=1.C1C=CC(/C=C/C(/C=C/C2C=CC=CC=2)=O)=CC=1.[Pd].[Pd].O1CCCC1. The product is [CH3:17][N:13]1[CH2:14][CH2:15][CH2:16][C@H:12]1[CH2:11][N:7]1[C:8]2[C:4](=[CH:3][C:2]([NH2:35])=[CH:10][CH:9]=2)[CH:5]=[CH:6]1. The yield is 0.808. (3) The reactants are C(=O)(O[C@H:4]1[C:17]2[CH:16]=[C:15]3[C:10]([N:11]([CH3:27])[C:12](=[O:26])[CH:13](CCC4C=CC=CC=4)[O:14]3)=[C:9](C(C)(C)C)[C:8]=2[O:7][C:6]([CH3:33])([CH3:32])[C@@H:5]1[OH:34])N.C(=O)([O-])O.[Na+].CCO[CH2:44][CH3:45]. The catalyst is Cl.O1CCOCC1. The product is [OH:34][C@@H:5]1[C@@H:4]([NH:11][CH2:10][CH2:9][C:45]2[CH:44]=[CH:6][CH:5]=[CH:4][CH:17]=2)[C:17]2[CH:16]=[C:15]3[C:10]([N:11]([CH3:27])[C:12](=[O:26])[CH2:13][O:14]3)=[CH:9][C:8]=2[O:7][C:6]1([CH3:32])[CH3:33]. The yield is 0.760. (4) The reactants are Br[C:2]1[CH:7]=[CH:6][C:5]([S:8]([NH:11][C:12]2[N:16]([C:17]3[CH:26]=[CH:25][CH:24]=[C:23]4[C:18]=3[CH:19]=[CH:20][CH:21]=[N:22]4)[N:15]=[C:14]([CH3:27])[CH:13]=2)(=[O:10])=[O:9])=[CH:4][C:3]=1[F:28].[NH:29]1[CH2:34][CH2:33][O:32][CH2:31][CH2:30]1.C1(P(C2C=CC=CC=2)C2C=CC3C(=CC=CC=3)C=2C2C3C(=CC=CC=3)C=CC=2P(C2C=CC=CC=2)C2C=CC=CC=2)C=CC=CC=1.OP([O-])(O)=O.[K+]. The catalyst is CN(C)C=O.C1C=CC(/C=C/C(/C=C/C2C=CC=CC=2)=O)=CC=1.C1C=CC(/C=C/C(/C=C/C2C=CC=CC=2)=O)=CC=1.C1C=CC(/C=C/C(/C=C/C2C=CC=CC=2)=O)=CC=1.[Pd].[Pd]. The product is [F:28][C:3]1[CH:4]=[C:5]([S:8]([NH:11][C:12]2[N:16]([C:17]3[CH:26]=[CH:25][CH:24]=[C:23]4[C:18]=3[CH:19]=[CH:20][CH:21]=[N:22]4)[N:15]=[C:14]([CH3:27])[CH:13]=2)(=[O:10])=[O:9])[CH:6]=[CH:7][C:2]=1[N:29]1[CH2:34][CH2:33][O:32][CH2:31][CH2:30]1. The yield is 0.700. (5) The reactants are Br[C:2]1[CH:3]=[C:4]2[C:8](=[CH:9][CH:10]=1)[N:7]([CH2:11][C:12]([O:14][CH2:15][CH3:16])=[O:13])[CH:6]=[C:5]2[CH2:17][C:18]#[N:19].[C:20]1(B(O)O)[CH:25]=[CH:24][CH:23]=[CH:22][CH:21]=1.C([O-])([O-])=O.[Na+].[Na+].O. The catalyst is COCCOC.CC([O-])=O.CC([O-])=O.[Pd+2].C1C=CC(P(C2C=CC=CC=2)C2C=CC=CC=2)=CC=1. The product is [C:18]([CH2:17][C:5]1[C:4]2[C:8](=[CH:9][CH:10]=[C:2]([C:20]3[CH:25]=[CH:24][CH:23]=[CH:22][CH:21]=3)[CH:3]=2)[N:7]([CH2:11][C:12]([O:14][CH2:15][CH3:16])=[O:13])[CH:6]=1)#[N:19]. The yield is 0.450. (6) The reactants are O.[C:2]1(C)[CH:7]=CC(S(O)(=O)=O)=C[CH:3]=1.[Cl:13][C:14]1[N:22]=[CH:21][N:20]=[C:19]2[C:15]=1[N:16]=[CH:17][N:18]2[C@H:23]1[C@H:27]([OH:28])[C@H:26]([OH:29])[C@@H:25]([CH2:30][OH:31])[O:24]1.C([O-])(O)=O.[Na+]. The catalyst is CC(C)=O. The product is [Cl:13][C:14]1[N:22]=[CH:21][N:20]=[C:19]2[C:15]=1[N:16]=[CH:17][N:18]2[C@H:23]1[C@@H:27]2[O:28][C:2]([CH3:7])([CH3:3])[O:29][C@@H:26]2[C@@H:25]([CH2:30][OH:31])[O:24]1. The yield is 0.860.